Predict the reactants needed to synthesize the given product. From a dataset of Full USPTO retrosynthesis dataset with 1.9M reactions from patents (1976-2016). (1) Given the product [F:26][C:2]([F:1])([F:27])[CH2:3][CH:4]([OH:25])[CH2:5][O:6][C:7]1[CH:15]=[CH:14][CH:13]=[C:12]2[C:8]=1[CH:9]=[CH:10][N:11]2[C:16]1[CH:21]=[CH:20][N:19]=[C:18]([NH:28][CH:29]2[CH2:34][CH2:33][CH:32]([NH:35][S:36]([CH3:39])(=[O:38])=[O:37])[CH2:31][CH2:30]2)[N:17]=1, predict the reactants needed to synthesize it. The reactants are: [F:1][C:2]([F:27])([F:26])[CH2:3][CH:4]([OH:25])[CH2:5][O:6][C:7]1[CH:15]=[CH:14][CH:13]=[C:12]2[C:8]=1[CH:9]=[CH:10][N:11]2[C:16]1[CH:21]=[CH:20][N:19]=[C:18](S(C)=O)[N:17]=1.[NH2:28][CH:29]1[CH2:34][CH2:33][CH:32]([NH:35][S:36]([CH3:39])(=[O:38])=[O:37])[CH2:31][CH2:30]1. (2) Given the product [Cl:25][C:26]1[N:27]=[CH:28][C:29]([CH2:32][N:14]2[CH:15]=[CH:16][CH:17]=[CH:18][C:13]2=[N:12][C:3](=[O:4])[C:2]([F:7])([F:6])[F:1])=[CH:30][CH:31]=1, predict the reactants needed to synthesize it. The reactants are: [F:1][C:2]([F:7])([F:6])[C:3](O)=[O:4].S(Cl)(Cl)=O.[NH2:12][C:13]1[CH:18]=[CH:17][CH:16]=[CH:15][N:14]=1.C(=O)([O-])[O-].[K+].[K+].[Cl:25][C:26]1[CH:31]=[CH:30][C:29]([CH2:32]Cl)=[CH:28][N:27]=1. (3) Given the product [F:26][C:27]1[CH:32]=[CH:31][C:30]([N:33]2[C:37]([C:38]([OH:40])=[O:39])=[CH:36][N:35]=[C:34]2[CH2:43][CH2:44][C:45]2[CH:50]=[CH:49][CH:48]=[CH:47][C:46]=2[C:51]([F:53])([F:52])[F:54])=[CH:29][CH:28]=1, predict the reactants needed to synthesize it. The reactants are: CN1C=C(CN(C)C(C2N(C3C=CC(F)=CC=3)C(S)=NC=2)=O)C(C)=N1.[F:26][C:27]1[CH:32]=[CH:31][C:30]([N:33]2[C:37]([C:38]([O:40]CC)=[O:39])=[CH:36][N:35]=[C:34]2[CH2:43][CH2:44][C:45]2[CH:50]=[CH:49][CH:48]=[CH:47][C:46]=2[C:51]([F:54])([F:53])[F:52])=[CH:29][CH:28]=1.[OH-].[Li+].C1COCC1. (4) Given the product [CH2:1]([O:3][C:4](=[O:29])[CH2:5][C:6]1[CH:11]=[CH:10][C:9]([O:12][CH3:13])=[C:8]([O:14][C:15]2[CH:20]=[CH:19][C:18]([NH:21][C:38]([NH:37][CH2:30][C:31]3[CH:36]=[CH:35][CH:34]=[CH:33][CH:32]=3)=[O:39])=[CH:17][C:16]=2[CH2:22][S:23][CH2:24][C:25]([F:26])([F:27])[F:28])[CH:7]=1)[CH3:2], predict the reactants needed to synthesize it. The reactants are: [CH2:1]([O:3][C:4](=[O:29])[CH2:5][C:6]1[CH:11]=[CH:10][C:9]([O:12][CH3:13])=[C:8]([O:14][C:15]2[CH:20]=[CH:19][C:18]([NH2:21])=[CH:17][C:16]=2[CH2:22][S:23][CH2:24][C:25]([F:28])([F:27])[F:26])[CH:7]=1)[CH3:2].[CH2:30]([N:37]=[C:38]=[O:39])[C:31]1[CH:36]=[CH:35][CH:34]=[CH:33][CH:32]=1. (5) Given the product [OH:8][CH:1]([C:2]1[CH:3]=[CH:4][CH:5]=[CH:6][CH:7]=1)[C:9]1[CH:10]=[N:11][C:12]([N:15]2[CH2:20][CH2:19][N:18]([C:21]3[N:26]=[CH:25][N:24]=[C:23]([NH:27][C:28]4[CH:29]=[N:30][N:31]([CH2:33][C@H:34]5[O:39][CH2:38][CH2:37][N:36]([C:40]([O:42][C:43]([CH3:46])([CH3:45])[CH3:44])=[O:41])[CH2:35]5)[CH:32]=4)[N:22]=3)[CH2:17][CH2:16]2)=[N:13][CH:14]=1, predict the reactants needed to synthesize it. The reactants are: [C:1]([C:9]1[CH:10]=[N:11][C:12]([N:15]2[CH2:20][CH2:19][N:18]([C:21]3[N:26]=[CH:25][N:24]=[C:23]([NH:27][C:28]4[CH:29]=[N:30][N:31]([CH2:33][C@H:34]5[O:39][CH2:38][CH2:37][N:36]([C:40]([O:42][C:43]([CH3:46])([CH3:45])[CH3:44])=[O:41])[CH2:35]5)[CH:32]=4)[N:22]=3)[CH2:17][CH2:16]2)=[N:13][CH:14]=1)(=[O:8])[C:2]1[CH:7]=[CH:6][CH:5]=[CH:4][CH:3]=1.[BH4-].[Na+]. (6) Given the product [CH3:1][O:2][C:3]1[CH:4]=[C:5]([O:23][C:24]2[CH:29]=[CH:28][C:27]([S:30]([CH3:33])(=[O:32])=[O:31])=[CH:26][N:25]=2)[CH:6]=[C:7]2[C:11]=1[NH:10][C:9]([C:12]1[S:13][CH:14]([CH2:17][C:18]([OH:20])=[O:19])[CH2:15][N:16]=1)=[CH:8]2, predict the reactants needed to synthesize it. The reactants are: [CH3:1][O:2][C:3]1[CH:4]=[C:5]([O:23][C:24]2[CH:29]=[CH:28][C:27]([S:30]([CH3:33])(=[O:32])=[O:31])=[CH:26][N:25]=2)[CH:6]=[C:7]2[C:11]=1[NH:10][C:9]([C:12]1[S:13][CH:14]([CH2:17][C:18]([O:20]CC)=[O:19])[CH2:15][N:16]=1)=[CH:8]2.[OH-].[Na+]. (7) The reactants are: [CH3:1][C:2]1[N:7]=[CH:6][C:5]([CH:8](O)[CH2:9][N+:10]([O-:12])=[O:11])=[CH:4][N:3]=1.CC(OC(C)=O)=O. Given the product [CH3:1][C:2]1[N:3]=[CH:4][C:5]([CH:8]=[CH:9][N+:10]([O-:12])=[O:11])=[CH:6][N:7]=1, predict the reactants needed to synthesize it. (8) Given the product [CH:33]([C:32]1[N:2]=[C:1]([N:3]2[CH2:4][CH2:5][CH:6]([C@H:9]3[CH2:11][C@H:10]3[CH2:12][CH2:13][O:14][C:15]3[N:20]=[CH:19][C:18]([CH2:21][C:22]([O:24][C:25]([CH3:26])([CH3:28])[CH3:27])=[O:23])=[CH:17][C:16]=3[CH3:29])[CH2:7][CH2:8]2)[O:30][N:31]=1)([CH3:35])[CH3:34], predict the reactants needed to synthesize it. The reactants are: [C:1]([N:3]1[CH2:8][CH2:7][CH:6]([C@H:9]2[CH2:11][C@H:10]2[CH2:12][CH2:13][O:14][C:15]2[N:20]=[CH:19][C:18]([CH2:21][C:22]([O:24][C:25]([CH3:28])([CH3:27])[CH3:26])=[O:23])=[CH:17][C:16]=2[CH3:29])[CH2:5][CH2:4]1)#[N:2].[OH:30][NH:31][C:32](=N)[CH:33]([CH3:35])[CH3:34].CC1C=CC(S(O)(=O)=O)=CC=1.